The task is: Predict the reactants needed to synthesize the given product.. This data is from Full USPTO retrosynthesis dataset with 1.9M reactions from patents (1976-2016). (1) The reactants are: CC1C=CC(S(O[CH2:12][CH:13]2[CH2:17][C:16]3[CH:18]=[CH:19][CH:20]=[C:21](Br)[C:15]=3[O:14]2)(=O)=O)=CC=1.[F:23][C:24]([F:35])([F:34])[C:25]1[CH:30]=[CH:29][CH:28]=[CH:27][C:26]=1B(O)O.C(=O)([O-])[O-].[K+].[K+].CC1C=CC(S(OCC2CC3C(C4C=CC=CC=4)=CC=CC=3O2)(=O)=O)=CC=1.CC1C=CC(S(OCC2CC3C=CC=C(C4C=CC=CC=4C(F)(F)F)C=3O2)(=O)=O)=CC=1.S(C1C=CC(C)=CC=1)([O-])(=O)=O.[N-:111]=[N+]=[N-].[Na+].N(CC1CC2C=C(Cl)C=C(C3C=CSC=3)C=2O1)=[N+]=[N-].N(CC1CC2C=CC=C(C3C=CC=CC=3C(F)(F)F)C=2O1)=[N+]=[N-].[N-]=[N+]=[N-]. Given the product [F:23][C:24]([F:35])([F:34])[C:25]1[CH:30]=[CH:29][CH:28]=[CH:27][C:26]=1[C:21]1[C:15]2[O:14][CH:13]([CH2:12][NH2:111])[CH2:17][C:16]=2[CH:18]=[CH:19][CH:20]=1, predict the reactants needed to synthesize it. (2) Given the product [NH2:1][C:2]1[C:3]([C:26]([NH2:30])=[O:28])=[N:4][C:5]([C:9]2[CH:14]=[CH:13][CH:12]=[C:11]([C:15]#[C:16][C@@:17]([OH:25])([C:19]3[N:23]=[C:22]([CH3:24])[O:21][N:20]=3)[CH3:18])[CH:10]=2)=[C:6]([F:8])[CH:7]=1, predict the reactants needed to synthesize it. The reactants are: [NH2:1][C:2]1[C:3]([C:26]([O:28]C)=O)=[N:4][C:5]([C:9]2[CH:14]=[CH:13][CH:12]=[C:11]([C:15]#[C:16][C@@:17]([OH:25])([C:19]3[N:23]=[C:22]([CH3:24])[O:21][N:20]=3)[CH3:18])[CH:10]=2)=[C:6]([F:8])[CH:7]=1.[NH3:30]. (3) Given the product [Cl:42][C:43]1[CH:48]=[CH:47][CH:46]=[C:45]([Cl:49])[C:44]=1[S:50]([O:1][C:2]1[CH:10]=[CH:9][C:8]([C:11]2[N:12]([C:27]([O:29][C:30]([CH3:31])([CH3:33])[CH3:32])=[O:28])[C:13]3[C:18]([CH:19]=2)=[CH:17][C:16]([CH2:20][N:21]2[CH2:26][CH2:25][CH2:24][CH2:23][CH2:22]2)=[CH:15][CH:14]=3)=[C:7]2[C:3]=1[CH2:4][NH:5][C:6]2=[O:34])(=[O:52])=[O:51], predict the reactants needed to synthesize it. The reactants are: [OH:1][C:2]1[CH:10]=[CH:9][C:8]([C:11]2[N:12]([C:27]([O:29][C:30]([CH3:33])([CH3:32])[CH3:31])=[O:28])[C:13]3[C:18]([CH:19]=2)=[CH:17][C:16]([CH2:20][N:21]2[CH2:26][CH2:25][CH2:24][CH2:23][CH2:22]2)=[CH:15][CH:14]=3)=[C:7]2[C:3]=1[CH2:4][NH:5][C:6]2=[O:34].C(N(CC)CC)C.[Cl:42][C:43]1[CH:48]=[CH:47][CH:46]=[C:45]([Cl:49])[C:44]=1[S:50](Cl)(=[O:52])=[O:51]. (4) Given the product [CH3:33][CH:23]1[CH2:24][CH2:25][C:26]2[C:31]3=[C:30]([C:20]([C:18]4[C:17](=[O:16])[NH:14][C:12](=[O:13])[C:11]=4[C:4]4[C:3]5[C:7](=[CH:8][CH:9]=[CH:10][C:2]=5[F:1])[NH:6][CH:5]=4)=[CH:21][N:22]13)[CH:29]=[C:28]([F:32])[CH:27]=2, predict the reactants needed to synthesize it. The reactants are: [F:1][C:2]1[CH:10]=[CH:9][CH:8]=[C:7]2[C:3]=1[C:4]([CH2:11][C:12]([NH2:14])=[O:13])=[CH:5][NH:6]2.C[O:16][C:17](=O)[C:18]([C:20]1[C:30]2=[C:31]3[C:26](=[CH:27][C:28]([F:32])=[CH:29]2)[CH2:25][CH2:24][CH:23]([CH3:33])[N:22]3[CH:21]=1)=O. (5) The reactants are: [CH3:1][N:2]([CH3:16])[CH2:3][CH2:4][O:5][C:6]1[CH:7]=[CH:8][C:9]([N+:13]([O-])=O)=[C:10]([NH2:12])[CH:11]=1. Given the product [CH3:1][N:2]([CH3:16])[CH2:3][CH2:4][O:5][C:6]1[CH:11]=[C:10]([NH2:12])[C:9]([NH2:13])=[CH:8][CH:7]=1, predict the reactants needed to synthesize it. (6) Given the product [N:22]1([C:19]2[CH:20]=[CH:16][N:17]=[CH:4][CH:3]=2)[CH2:23][CH2:24][CH:29]([CH2:37][CH2:38][NH:54][C:55]([C:57]2[CH:61]=[C:60]([NH:63][C:64](=[O:72])[CH3:65])[N:59]([C:73]3[CH:78]=[CH:77][CH:76]=[CH:75][CH:32]=3)[N:58]=2)=[O:56])[CH2:28][CH2:27]1, predict the reactants needed to synthesize it. The reactants are: N1C=[CH:4][CH:3]=N1.CC1CCCCC1NC([C:16]1[C:20](Br)=[C:19]([NH:22][C:23](=O)[C:24]2[CH:29]=[CH:28][CH:27]=CC=2Cl)N[N:17]=1)=O.[C:32](Cl)(=O)C.O=[C:37]1NC2C=CC=CC=2C(C2C=CC=CC=2)=N[CH:38]1[NH:54][C:55]([C:57]1[C:61](C)=[C:60]([NH:63][C:64](=[O:72])[C:65]2C=CC=CC=2Cl)[N:59]([C:73]2[CH:78]=[CH:77][CH:76]=[CH:75]N=2)[N:58]=1)=[O:56].